From a dataset of Full USPTO retrosynthesis dataset with 1.9M reactions from patents (1976-2016). Predict the reactants needed to synthesize the given product. (1) The reactants are: [F:1][C:2]1[CH:21]=[C:20]([F:22])[CH:19]=[CH:18][C:3]=1[O:4][C:5]1[CH:10]=[CH:9][C:8]([S:11]([NH2:14])(=[O:13])=[O:12])=[CH:7][C:6]=1[N+:15]([O-])=O.Cl.[NH4+].O1CCCC1.C(O)C. Given the product [NH2:15][C:6]1[CH:7]=[C:8]([S:11]([NH2:14])(=[O:13])=[O:12])[CH:9]=[CH:10][C:5]=1[O:4][C:3]1[CH:18]=[CH:19][C:20]([F:22])=[CH:21][C:2]=1[F:1], predict the reactants needed to synthesize it. (2) Given the product [ClH:1].[ClH:1].[CH2:3]([C:7]1[N:8]=[N:9][C:10]([O:26][CH:27]2[CH2:32][CH2:31][N:30]([CH2:34][CH2:35][OH:36])[CH2:29][CH2:28]2)=[CH:11][C:12]=1[C:13]1[CH:14]=[CH:15][C:16]([O:19][CH:20]2[CH2:25][CH2:24][CH2:23][CH2:22][CH2:21]2)=[CH:17][CH:18]=1)[CH2:4][CH2:5][CH3:6], predict the reactants needed to synthesize it. The reactants are: [ClH:1].Cl.[CH2:3]([C:7]1[N:8]=[N:9][C:10]([O:26][CH:27]2[CH2:32][CH2:31][NH:30][CH2:29][CH2:28]2)=[CH:11][C:12]=1[C:13]1[CH:18]=[CH:17][C:16]([O:19][CH:20]2[CH2:25][CH2:24][CH2:23][CH2:22][CH2:21]2)=[CH:15][CH:14]=1)[CH2:4][CH2:5][CH3:6].Br[CH2:34][CH2:35][OH:36].C(=O)([O-])[O-].[K+].[K+].Cl.